The task is: Predict the product of the given reaction.. This data is from Forward reaction prediction with 1.9M reactions from USPTO patents (1976-2016). (1) Given the reactants [CH3:1][C:2]1([CH3:13])[C:11]2[C:6](=[CH:7][CH:8]=[CH:9][CH:10]=2)[NH:5][C:4](=[O:12])[CH2:3]1.[Cl-].[Al+3].[Cl-].[Cl-].[Cl:18][CH2:19][CH2:20][C:21](Cl)=[O:22], predict the reaction product. The product is: [Cl:18][CH2:19][CH2:20][C:21]([C:9]1[CH:10]=[C:11]2[C:6](=[CH:7][CH:8]=1)[NH:5][C:4](=[O:12])[CH2:3][C:2]2([CH3:13])[CH3:1])=[O:22]. (2) Given the reactants [Cl:1][C:2]1[CH:7]=[C:6](Cl)[N:5]=[C:4]([S:9][CH3:10])[N:3]=1.[CH3:11][O:12][C:13]1[CH:14]=[CH:15][C:16]([CH2:19][OH:20])=[CH:17][CH:18]=1.C([O-])([O-])=O.[K+].[K+].O, predict the reaction product. The product is: [Cl:1][C:2]1[CH:7]=[C:6]([O:20][CH2:19][C:16]2[CH:15]=[CH:14][C:13]([O:12][CH3:11])=[CH:18][CH:17]=2)[N:5]=[C:4]([S:9][CH3:10])[N:3]=1. (3) Given the reactants [O:1]=[C:2]1[CH2:7][CH2:6][CH2:5][CH2:4][NH:3]1.Br[CH2:9][C:10]([O:12][CH3:13])=[O:11], predict the reaction product. The product is: [CH3:13][O:12][C:10](=[O:11])[CH2:9][N:3]1[CH2:4][CH2:5][CH2:6][CH2:7][C:2]1=[O:1]. (4) Given the reactants Cl.Cl.[CH3:3][C:4]1[NH:8][N:7]=[CH:6][C:5]=1[C:9]1[S:17][C:16]2[C:15](=[O:18])[NH:14][C:13]([C@@H:19]3[CH2:24][CH2:23][CH2:22][CH2:21][NH:20]3)=[N:12][C:11]=2[CH:10]=1.C(N(CC)CC)C.[C:32](O[C:32]([O:34][C:35]([CH3:38])([CH3:37])[CH3:36])=[O:33])([O:34][C:35]([CH3:38])([CH3:37])[CH3:36])=[O:33].[Cl-].[NH4+], predict the reaction product. The product is: [CH3:3][C:4]1[NH:8][N:7]=[CH:6][C:5]=1[C:9]1[S:17][C:16]2[C:15](=[O:18])[NH:14][C:13]([C@@H:19]3[CH2:24][CH2:23][CH2:22][CH2:21][N:20]3[C:32]([O:34][C:35]([CH3:38])([CH3:37])[CH3:36])=[O:33])=[N:12][C:11]=2[CH:10]=1. (5) Given the reactants [CH3:1][C:2]1[CH:7]=[C:6]([CH3:8])[CH:5]=[C:4]([CH3:9])[C:3]=1[N:10]=[C:11]=[O:12].[NH2:13][C:14]1[CH:15]=[C:16]([C:34]2[CH:39]=[C:38]([F:40])[CH:37]=[C:36]([F:41])[CH:35]=2)[CH:17]=[CH:18][C:19]=1[C:20]([NH:22][C@@H:23]([CH:28]1[CH2:33][CH2:32][CH2:31][CH2:30][CH2:29]1)[C:24]([O:26][CH3:27])=[O:25])=[O:21].CCCCCC.C(OCC)(=O)C, predict the reaction product. The product is: [CH:28]1([C@H:23]([NH:22][C:20]([C:19]2[CH:18]=[CH:17][C:16]([C:34]3[CH:39]=[C:38]([F:40])[CH:37]=[C:36]([F:41])[CH:35]=3)=[CH:15][C:14]=2[NH:13][C:11]([NH:10][C:3]2[C:2]([CH3:1])=[CH:7][C:6]([CH3:8])=[CH:5][C:4]=2[CH3:9])=[O:12])=[O:21])[C:24]([O:26][CH3:27])=[O:25])[CH2:33][CH2:32][CH2:31][CH2:30][CH2:29]1. (6) The product is: [C:1]([N:6]1[CH2:7][CH2:8][N:9]([C:12]([C:14]2[CH:15]=[C:16]([CH:20]3[C:29]4=[N:42][NH:43][C:31](=[O:32])[C:27]5[CH:26]=[CH:25][CH:24]=[C:23]([C:28]=54)[NH:22][CH:21]3[C:35]3[CH:40]=[CH:39][CH:38]=[CH:37][CH:36]=3)[CH:17]=[CH:18][CH:19]=2)=[O:13])[CH2:10][CH2:11]1)(=[O:41])[CH:2]([CH3:4])[CH3:3]. Given the reactants [C:1]([N:6]1[CH2:11][CH2:10][N:9]([C:12]([C:14]2[CH:15]=[C:16]([CH:20]3[C:29](=O)[C:28]4[C:27]([C:31](OC)=[O:32])=[CH:26][CH:25]=[CH:24][C:23]=4[NH:22][CH:21]3[C:35]3[CH:40]=[CH:39][CH:38]=[CH:37][CH:36]=3)[CH:17]=[CH:18][CH:19]=2)=[O:13])[CH2:8][CH2:7]1)(=O)[CH:2]([CH3:4])[CH3:3].[OH2:41].[NH2:42][NH2:43], predict the reaction product.